Dataset: Reaction yield outcomes from USPTO patents with 853,638 reactions. Task: Predict the reaction yield, written as a fraction of the theoretical maximum amount of product (1.0 means a 100% yield; for example, 0.34 means a 34% yield). (1) The catalyst is CN(C=O)C. The product is [N:24]([CH:19]([C:9]1[N:8]([CH2:1][C:2]2[CH:7]=[CH:6][CH:5]=[CH:4][CH:3]=2)[C:13](=[O:14])[C:12]2[C:15]([CH3:18])=[N:16][S:17][C:11]=2[N:10]=1)[CH:20]([CH3:22])[CH3:21])=[N+:25]=[N-:26]. The yield is 0.940. The reactants are [CH2:1]([N:8]1[C:13](=[O:14])[C:12]2[C:15]([CH3:18])=[N:16][S:17][C:11]=2[N:10]=[C:9]1[CH:19](Br)[CH:20]([CH3:22])[CH3:21])[C:2]1[CH:7]=[CH:6][CH:5]=[CH:4][CH:3]=1.[N-:24]=[N+:25]=[N-:26].[Na+].[Br-]. (2) The reactants are [Br:1][C:2]1[CH:7]=[CH:6][C:5]([OH:8])=[CH:4][CH:3]=1.[I-].[Na+].[C:11](=O)([O-])[O-].[K+].[K+].Cl[CH2:18][CH2:19][O:20][CH3:21]. The catalyst is C(#N)C.O. The product is [Br:1][C:2]1[CH:7]=[CH:6][C:5]([O:8][CH2:11][CH2:18][CH2:19][O:20][CH3:21])=[CH:4][CH:3]=1. The yield is 0.680. (3) The catalyst is C1COCC1. The yield is 0.510. The reactants are [OH:1][C:2]([C:56]1[S:57][CH:58]=[CH:59][CH:60]=1)([C:51]1[S:52][CH:53]=[CH:54][CH:55]=1)[C:3]([O:5][C@H:6]1[CH2:11][CH2:10][C@H:9]([N:12]([CH2:14][CH2:15][CH2:16][N:17]2[C:21]3[CH:22]=[CH:23][C:24]([CH2:26][NH:27][CH2:28][C@H:29]([O:42][Si](C(C)(C)C)(C)C)[C:30]4[CH:39]=[CH:38][C:37]([OH:40])=[C:36]5[C:31]=4[CH:32]=[CH:33][C:34](=[O:41])[NH:35]5)=[CH:25][C:20]=3[NH:19][C:18]2=[O:50])[CH3:13])[CH2:8][CH2:7]1)=[O:4].[FH:61].F.F.C(N(CC)CC)C.C(#N)C. The product is [FH:61].[FH:61].[OH:1][C:2]([C:51]1[S:52][CH:53]=[CH:54][CH:55]=1)([C:56]1[S:57][CH:58]=[CH:59][CH:60]=1)[C:3]([O:5][C@H:6]1[CH2:11][CH2:10][C@H:9]([N:12]([CH2:14][CH2:15][CH2:16][N:17]2[C:21]3[CH:22]=[CH:23][C:24]([CH2:26][NH:27][CH2:28][C@H:29]([OH:42])[C:30]4[CH:39]=[CH:38][C:37]([OH:40])=[C:36]5[C:31]=4[CH:32]=[CH:33][C:34](=[O:41])[NH:35]5)=[CH:25][C:20]=3[NH:19][C:18]2=[O:50])[CH3:13])[CH2:8][CH2:7]1)=[O:4]. (4) The reactants are [CH3:1][O:2][C:3]([CH2:5][C@H:6]1[CH2:9][C@H:8]([O:10]C(=O)C2C=CC([N+]([O-])=O)=CC=2)[CH2:7]1)=[O:4].O.C1COCC1.C([O-])([O-])=O.[K+].[K+]. The catalyst is CO. The product is [CH3:1][O:2][C:3](=[O:4])[CH2:5][C@H:6]1[CH2:9][C@H:8]([OH:10])[CH2:7]1. The yield is 0.870.